From a dataset of Catalyst prediction with 721,799 reactions and 888 catalyst types from USPTO. Predict which catalyst facilitates the given reaction. (1) Product: [CH3:1][O:2][C:3]1[CH:26]=[CH:25][C:6]([C:7]([NH:9][C:10]2[C:11]([NH:24][C:40](=[O:41])[C:39]3[CH:43]=[CH:44][C:36]([CH2:33][CH2:34][CH3:35])=[CH:37][CH:38]=3)=[CH:12][C:13]([O:16][Si:17]([C:20]([CH3:23])([CH3:21])[CH3:22])([CH3:19])[CH3:18])=[CH:14][CH:15]=2)=[O:8])=[CH:5][CH:4]=1. Reactant: [CH3:1][O:2][C:3]1[CH:26]=[CH:25][C:6]([C:7]([NH:9][C:10]2[C:11]([NH2:24])=[CH:12][C:13]([O:16][Si:17]([C:20]([CH3:23])([CH3:22])[CH3:21])([CH3:19])[CH3:18])=[CH:14][CH:15]=2)=[O:8])=[CH:5][CH:4]=1.N1C=CC=CC=1.[CH2:33]([C:36]1[CH:44]=[CH:43][C:39]([C:40](Cl)=[O:41])=[CH:38][CH:37]=1)[CH2:34][CH3:35]. The catalyst class is: 2. (2) Reactant: [NH2:1][C:2]1[C:10]([F:11])=[CH:9][C:8]([F:12])=[CH:7][C:3]=1[C:4]([NH2:6])=[O:5].[C:13]1(=O)[O:19][C:17](=[O:18])[CH2:16][CH2:15][CH2:14]1. Product: [F:12][C:8]1[CH:7]=[C:3]2[C:2](=[C:10]([F:11])[CH:9]=1)[N:1]=[C:13]([CH2:14][CH2:15][CH2:16][C:17]([OH:19])=[O:18])[NH:6][C:4]2=[O:5]. The catalyst class is: 11. (3) Reactant: [CH3:1][C@@H:2]1[NH:8][CH2:7][C:6]2[CH:9]=[CH:10][C:11]([C:13]([O:15][CH3:16])=[O:14])=[CH:12][C:5]=2[O:4][CH2:3]1.[N:17]([C:20]1[CH:25]=[CH:24][C:23]([O:26][CH3:27])=[CH:22][CH:21]=1)=[C:18]=[O:19].CCN(CC)CC. Product: [CH3:27][O:26][C:23]1[CH:24]=[CH:25][C:20]([NH:17][C:18]([N:8]2[CH2:7][C:6]3[CH:9]=[CH:10][C:11]([C:13]([O:15][CH3:16])=[O:14])=[CH:12][C:5]=3[O:4][CH2:3][C@@H:2]2[CH3:1])=[O:19])=[CH:21][CH:22]=1. The catalyst class is: 172.